From a dataset of Full USPTO retrosynthesis dataset with 1.9M reactions from patents (1976-2016). Predict the reactants needed to synthesize the given product. (1) Given the product [Br:1][C:2]1[CH:10]=[CH:9][CH:8]=[C:7]2[C:3]=1[C:4]1([C:15]3=[N:16][C:17]([O:20][CH3:21])=[CH:18][CH:19]=[C:14]3[O:13][CH2:12]1)[C:5](=[O:11])[N:6]2[CH2:39][C@H:40]1[CH2:44][CH2:43][CH2:42][O:41]1, predict the reactants needed to synthesize it. The reactants are: [Br:1][C:2]1[CH:10]=[CH:9][CH:8]=[C:7]2[C:3]=1[C:4]1([C:15]3=[N:16][C:17]([O:20][CH3:21])=[CH:18][CH:19]=[C:14]3[O:13][CH2:12]1)[C:5](=[O:11])[NH:6]2.C(=O)([O-])[O-].[Cs+].[Cs+].CC1C=CC(S(O[CH2:39][C@H:40]2[CH2:44][CH2:43][CH2:42][O:41]2)(=O)=O)=CC=1. (2) Given the product [Cl:1][C:2]1[CH:3]=[CH:4][CH:5]=[C:6]([O:8][CH2:10][CH2:11][CH3:12])[N:7]=1, predict the reactants needed to synthesize it. The reactants are: [Cl:1][C:2]1[N:7]=[C:6]([OH:8])[CH:5]=[CH:4][CH:3]=1.I[CH2:10][CH2:11][CH3:12].C([O-])([O-])=O.[K+].[K+]. (3) Given the product [CH3:17][C:18]1[S:19][C:20]([C:26]2[CH:27]=[C:28]([CH3:32])[CH:29]=[CH:30][CH:31]=2)=[C:21]([C:23]([N:3]2[CH2:4][C@@H:5]3[C@@H:1]([CH2:6]3)[C@H:2]2[CH2:7][NH:8][C:9]([C:11]2[CH:16]=[CH:15][CH:14]=[CH:13][N:12]=2)=[O:10])=[O:24])[N:22]=1, predict the reactants needed to synthesize it. The reactants are: [C@@H:1]12[CH2:6][C@@H:5]1[CH2:4][NH:3][C@@H:2]2[CH2:7][NH:8][C:9]([C:11]1[CH:16]=[CH:15][CH:14]=[CH:13][N:12]=1)=[O:10].[CH3:17][C:18]1[S:19][C:20]([C:26]2[CH:27]=[C:28]([CH3:32])[CH:29]=[CH:30][CH:31]=2)=[C:21]([C:23](O)=[O:24])[N:22]=1. (4) Given the product [Cl:33][C:16]1[CH:15]=[C:14]([C:10]2[CH:11]=[CH:12][CH:13]=[C:8]([C:6]([OH:7])=[O:5])[CH:9]=2)[CH:19]=[CH:18][C:17]=1[CH2:20][CH:21]1[CH2:25][CH2:24][N:23]([CH:26]2[CH2:27][CH2:28][CH2:29][CH2:30][CH2:31]2)[C:22]1=[O:32], predict the reactants needed to synthesize it. The reactants are: C([O:5][C:6]([C:8]1[CH:9]=[C:10]([C:14]2[CH:19]=[CH:18][C:17]([CH2:20][CH:21]3[CH2:25][CH2:24][N:23]([CH:26]4[CH2:31][CH2:30][CH2:29][CH2:28][CH2:27]4)[C:22]3=[O:32])=[C:16]([Cl:33])[CH:15]=2)[CH:11]=[CH:12][CH:13]=1)=[O:7])(C)(C)C.FC(F)(F)C(O)=O. (5) Given the product [Cl:41][C:42]1[CH:50]=[CH:49][CH:48]=[CH:47][C:43]=1[CH:44]([O:46][C:22](=[O:31])[NH:19][C:9]1[C:10]([CH3:13])=[N:11][O:12][C:8]=1[C:4]1[CH:5]=[CH:6][CH:7]=[C:2]([Br:1])[CH:3]=1)[CH3:45], predict the reactants needed to synthesize it. The reactants are: [Br:1][C:2]1[CH:3]=[C:4]([C:8]2[O:12][N:11]=[C:10]([CH3:13])[C:9]=2C(O)=O)[CH:5]=[CH:6][CH:7]=1.C([N:19]([CH2:22]C)CC)C.C1(P(N=[N+]=[N-])(C2C=CC=CC=2)=[O:31])C=CC=CC=1.[Cl:41][C:42]1[CH:50]=[CH:49][CH:48]=[CH:47][C:43]=1[CH:44]([OH:46])[CH3:45].